Dataset: Reaction yield outcomes from USPTO patents with 853,638 reactions. Task: Predict the reaction yield, written as a fraction of the theoretical maximum amount of product (1.0 means a 100% yield; for example, 0.34 means a 34% yield). (1) The reactants are [Cl:1][C:2]1[CH:11]=[CH:10][CH:9]=[C:8]2[C:3]=1[C:4](=[O:21])[N:5]([C:14]1[CH:19]=[CH:18][CH:17]=[CH:16][C:15]=1[Cl:20])[C:6]([CH2:12]Cl)=[N:7]2.O.[SH:23][C:24]1[N:32]=[CH:31][N:30]=[C:29]2[C:25]=1[NH:26][CH:27]=[N:28]2.C([O-])([O-])=O.[K+].[K+]. The catalyst is CN(C=O)C. The product is [Cl:1][C:2]1[CH:11]=[CH:10][CH:9]=[C:8]2[C:3]=1[C:4](=[O:21])[N:5]([C:14]1[CH:19]=[CH:18][CH:17]=[CH:16][C:15]=1[Cl:20])[C:6]([CH2:12][S:23][C:24]1[N:32]=[CH:31][N:30]=[C:29]3[C:25]=1[N:26]=[CH:27][NH:28]3)=[N:7]2. The yield is 0.850. (2) The reactants are [C:1]([O:5][C:6]([NH:8][C:9]1[O:10][CH2:11][C:12]2([C@H:22]3[CH2:23][N:24](C(OCC4C=CC=CC=4)=O)[CH2:25][CH2:26][C@@H:21]3[O:20][C:19]3[CH:18]=[CH:17][C:16]([C:37]4[C:38]([F:43])=[N:39][CH:40]=[CH:41][CH:42]=4)=[CH:15][C:14]2=3)[N:13]=1)=[O:7])([CH3:4])([CH3:3])[CH3:2]. The catalyst is C1COCC1.CCO.[Pd]. The product is [F:43][C:38]1[C:37]([C:16]2[CH:17]=[CH:18][C:19]3[O:20][C@H:21]4[CH2:26][CH2:25][NH:24][CH2:23][C@@H:22]4[C:12]4([CH2:11][O:10][C:9]([NH:8][C:6](=[O:7])[O:5][C:1]([CH3:3])([CH3:2])[CH3:4])=[N:13]4)[C:14]=3[CH:15]=2)=[CH:42][CH:41]=[CH:40][N:39]=1. The yield is 0.773. (3) The reactants are CON(C)[C:4]([C:6]1[N:7]=[N:8][CH:9]=[CH:10][CH:11]=1)=[O:5].[C:13]([Cu])#N.O. The catalyst is CN(C=O)C.C1C=CC([P]([Pd]([P](C2C=CC=CC=2)(C2C=CC=CC=2)C2C=CC=CC=2)([P](C2C=CC=CC=2)(C2C=CC=CC=2)C2C=CC=CC=2)[P](C2C=CC=CC=2)(C2C=CC=CC=2)C2C=CC=CC=2)(C2C=CC=CC=2)C2C=CC=CC=2)=CC=1. The product is [N:8]1[CH:9]=[CH:10][CH:11]=[C:6]([CH:4]([OH:5])[CH3:13])[N:7]=1. The yield is 0.520. (4) The reactants are [N+:1]([C:4]1[CH:5]=[C:6]([CH:9]=[CH:10][CH:11]=1)[CH:7]=O)([O-:3])=[O:2].[CH2:12]([O:14][C:15](=[O:25])[CH2:16]P(OCC)(OCC)=O)[CH3:13].[H-].[Na+].O. The catalyst is CN(C=O)C. The product is [N+:1]([C:4]1[CH:5]=[C:6]([CH:7]=[CH:16][C:15]([O:14][CH2:12][CH3:13])=[O:25])[CH:9]=[CH:10][CH:11]=1)([O-:3])=[O:2]. The yield is 0.966. (5) The yield is 0.920. The product is [CH3:36][O:35][C:17]1[CH:18]=[C:19]2[C:24](=[CH:25][C:16]=1[O:15][CH2:14][CH:11]1[CH2:10][CH2:9][NH:8][CH2:13][CH2:12]1)[N:23]=[CH:22][N:21]([CH2:26][O:27][C:28](=[O:33])[C:29]([CH3:30])([CH3:31])[CH3:32])[C:20]2=[O:34]. The reactants are C(OC([N:8]1[CH2:13][CH2:12][CH:11]([CH2:14][O:15][C:16]2[CH:25]=[C:24]3[C:19]([C:20](=[O:34])[N:21]([CH2:26][O:27][C:28](=[O:33])[C:29]([CH3:32])([CH3:31])[CH3:30])[CH:22]=[N:23]3)=[CH:18][C:17]=2[O:35][CH3:36])[CH2:10][CH2:9]1)=O)(C)(C)C.C(O)(C(F)(F)F)=O. The catalyst is C(Cl)Cl. (6) The reactants are [CH:1]([O:4][C:5]1[CH:9]=[C:8]([CH2:10][CH2:11][C:12](OCC)=[O:13])[N:7]([CH2:17][C:18]2[CH:23]=[CH:22][CH:21]=[CH:20][C:19]=2[CH3:24])[N:6]=1)([CH3:3])[CH3:2].[H-].C([Al+]CC(C)C)C(C)C.C(O)C.[Cl-].[NH4+]. The catalyst is O1CCCC1.C1(C)C=CC=CC=1. The product is [CH:1]([O:4][C:5]1[CH:9]=[C:8]([CH2:10][CH2:11][CH2:12][OH:13])[N:7]([CH2:17][C:18]2[CH:23]=[CH:22][CH:21]=[CH:20][C:19]=2[CH3:24])[N:6]=1)([CH3:2])[CH3:3]. The yield is 0.870. (7) The reactants are Br[C:2]1[N:3]=[CH:4][C:5]([N:8]2[C:12]3[CH:13]=[CH:14][C:15]([O:17][CH3:18])=[CH:16][C:11]=3[N:10]=[C:9]2[C:19]([F:22])([F:21])[F:20])=[N:6][CH:7]=1.FC1C=CC=C(F)C=1C(NC1C=NC(N2C3C=CC(OC)=CC=3N=C2C(F)(F)F)=CN=1)=O.[CH3:55][C:56]1[CH:63]=[CH:62][CH:61]=[CH:60][C:57]=1[CH2:58][NH2:59].N1CCC[C@H]1C(O)=O. The catalyst is CS(C)=O.[Cu]I.CCOC(C)=O. The product is [CH3:18][O:17][C:15]1[CH:14]=[CH:13][C:12]2[N:8]([C:5]3[N:6]=[CH:7][C:2]([NH:59][CH2:58][C:57]4[CH:60]=[CH:61][CH:62]=[CH:63][C:56]=4[CH3:55])=[N:3][CH:4]=3)[C:9]([C:19]([F:22])([F:21])[F:20])=[N:10][C:11]=2[CH:16]=1. The yield is 0.440.